This data is from Peptide-MHC class II binding affinity with 134,281 pairs from IEDB. The task is: Regression. Given a peptide amino acid sequence and an MHC pseudo amino acid sequence, predict their binding affinity value. This is MHC class II binding data. (1) The peptide sequence is DDEVLIEVNPPFGDS. The MHC is DRB3_0301 with pseudo-sequence DRB3_0301. The binding affinity (normalized) is 0.348. (2) The peptide sequence is FGPASFARIETAFAN. The MHC is DRB1_0405 with pseudo-sequence DRB1_0405. The binding affinity (normalized) is 0.855. (3) The peptide sequence is PQLTKNAGVLTCSLS. The MHC is HLA-DQA10101-DQB10501 with pseudo-sequence HLA-DQA10101-DQB10501. The binding affinity (normalized) is 0.269.